From a dataset of Reaction yield outcomes from USPTO patents with 853,638 reactions. Predict the reaction yield, written as a fraction of the theoretical maximum amount of product (1.0 means a 100% yield; for example, 0.34 means a 34% yield). (1) The reactants are [CH2:1]([NH:3][C:4](=O)[CH2:5][NH:6][C:7]([C:9]1[CH:10]=[N:11][CH:12]=[CH:13][CH:14]=1)=[S:8])[CH3:2].P(Cl)(Cl)(Cl)=O.FC(F)(F)C(O)=O.C(=O)(O)[O-].[Na+]. The catalyst is C(#N)C.O. The product is [CH2:1]([NH:3][C:4]1[S:8][C:7]([C:9]2[CH:10]=[N:11][CH:12]=[CH:13][CH:14]=2)=[N:6][CH:5]=1)[CH3:2]. The yield is 0.800. (2) The reactants are O.[C:2]([C:4]1[CH:5]=[C:6]([N:10]2[C:16](=[O:17])[CH2:15][C:14](=[O:18])[NH:13][C:12]3[C:19]4[C:24]([CH:25]=[CH:26][C:11]2=3)=[CH:23][CH:22]=[CH:21][CH:20]=4)[CH:7]=[CH:8][CH:9]=1)#[N:3].[H-].[Na+].I[CH3:30]. The catalyst is CS(C)=O.CCCCCC. The product is [C:2]([C:4]1[CH:5]=[C:6]([N:10]2[C:16](=[O:17])[CH2:15][C:14](=[O:18])[N:13]([CH3:30])[C:12]3[C:19]4[C:24]([CH:25]=[CH:26][C:11]2=3)=[CH:23][CH:22]=[CH:21][CH:20]=4)[CH:7]=[CH:8][CH:9]=1)#[N:3]. The yield is 0.270. (3) The reactants are Br[C:2]1[CH:25]=[CH:24][C:5]([O:6][C:7]2[C:8]3[CH:22]=[CH:21][C:20]([OH:23])=[CH:19][C:9]=3[S:10][C:11]=2[C:12]2[CH:17]=[CH:16][C:15]([OH:18])=[CH:14][CH:13]=2)=[CH:4][CH:3]=1.C(N(CC)CC)C.[CH:33]([C:35]1[N:36]=[CH:37][N:38](C(OC(C)(C)C)=O)[CH:39]=1)=[CH2:34]. The catalyst is CN(C=O)C.Cl[Pd](Cl)([P](C1C=CC=CC=1)(C1C=CC=CC=1)C1C=CC=CC=1)[P](C1C=CC=CC=1)(C1C=CC=CC=1)C1C=CC=CC=1. The product is [NH:38]1[CH:39]=[C:35](/[CH:33]=[CH:34]/[C:2]2[CH:25]=[CH:24][C:5]([O:6][C:7]3[C:8]4[CH:22]=[CH:21][C:20]([OH:23])=[CH:19][C:9]=4[S:10][C:11]=3[C:12]3[CH:17]=[CH:16][C:15]([OH:18])=[CH:14][CH:13]=3)=[CH:4][CH:3]=2)[N:36]=[CH:37]1. The yield is 0.150. (4) The reactants are [NH:1]1[C:5]2[CH:6]=[CH:7][CH:8]=[CH:9][C:4]=2[N:3]=[C:2]1[CH2:10][NH:11][C:12]1[CH:16]=[CH:15][NH:14][C:13]=1[C:17]([O:19]CC)=O.C(Cl)Cl.C([N:33]=[C:34]=[S:35])(=O)C1C=CC=CC=1. The yield is 0.660. The catalyst is CO. The product is [NH:3]1[C:4]2[CH:9]=[CH:8][CH:7]=[CH:6][C:5]=2[N:1]=[C:2]1[CH2:10][N:11]1[C:12]2[CH:16]=[CH:15][NH:14][C:13]=2[C:17](=[O:19])[NH:33][C:34]1=[S:35].